Dataset: Full USPTO retrosynthesis dataset with 1.9M reactions from patents (1976-2016). Task: Predict the reactants needed to synthesize the given product. (1) Given the product [NH2:19][C:17]1[S:18][C:3]2[C:2]([NH:20][C@H:21]([CH3:22])[CH2:23][OH:24])=[N:7][C:6]([S:8][CH2:9][C:10]3[CH:15]=[CH:14][CH:13]=[CH:12][CH:11]=3)=[N:5][C:4]=2[N:16]=1, predict the reactants needed to synthesize it. The reactants are: Cl[C:2]1[C:3]2[S:18][C:17]([NH2:19])=[N:16][C:4]=2[N:5]=[C:6]([S:8][CH2:9][C:10]2[CH:15]=[CH:14][CH:13]=[CH:12][CH:11]=2)[N:7]=1.[NH2:20][C@@H:21]([CH2:23][OH:24])[CH3:22].C(N(C(C)C)CC)(C)C.O. (2) Given the product [NH2:7][CH2:8][CH2:9][C:10]1[CH:15]=[CH:14][C:13]([C:16]#[N:17])=[CH:12][CH:11]=1, predict the reactants needed to synthesize it. The reactants are: C(OC(=O)[NH:7][CH2:8][CH2:9][C:10]1[CH:15]=[CH:14][C:13]([C:16]#[N:17])=[CH:12][CH:11]=1)(C)(C)C.FC(F)(F)C(O)=O.C(OCC)(=O)C. (3) Given the product [Cl:1][C:2]1[N:3]=[C:4]([NH:22][C:23]2[CH:31]=[C:30]3[C:26]([CH:27]=[N:28][NH:29]3)=[CH:25][CH:24]=2)[C:5]2[CH:10]=[CH:9][N:8]([S:11]([C:14]3[CH:20]=[CH:19][C:17]([CH3:18])=[CH:16][CH:15]=3)(=[O:13])=[O:12])[C:6]=2[N:7]=1, predict the reactants needed to synthesize it. The reactants are: [Cl:1][C:2]1[N:3]=[C:4](Cl)[C:5]2[CH:10]=[CH:9][N:8]([S:11]([C:14]3[CH:20]=[CH:19][C:17]([CH3:18])=[CH:16][CH:15]=3)(=[O:13])=[O:12])[C:6]=2[N:7]=1.[NH2:22][C:23]1[CH:31]=[C:30]2[C:26]([CH:27]=[N:28][NH:29]2)=[CH:25][CH:24]=1.C(N(CC)CC)C.O. (4) Given the product [CH3:19][C:20]1([CH2:32][N:5]2[C:1](=[O:11])[C:2]3[C:3](=[CH:7][CH:8]=[CH:9][CH:10]=3)[C:4]2=[O:6])[CH2:24][C:23]2[C:25]([CH3:31])=[CH:26][C:27]([CH3:30])=[C:28]([CH3:29])[C:22]=2[O:21]1, predict the reactants needed to synthesize it. The reactants are: [C:1]1(=[O:11])[NH:5][C:4](=[O:6])[C:3]2=[CH:7][CH:8]=[CH:9][CH:10]=[C:2]12.[K].CN(C=O)C.I[CH2:19][C:20]1([CH3:32])[CH2:24][C:23]2[C:25]([CH3:31])=[CH:26][C:27]([CH3:30])=[C:28]([CH3:29])[C:22]=2[O:21]1.O. (5) The reactants are: [Cl:1][C:2]1[CH:3]=[C:4]([N+:23]([O-])=O)[CH:5]=[CH:6][C:7]=1[O:8][C:9]1[CH:14]=[CH:13][C:12]([CH2:15][CH2:16][CH2:17][N:18]2[CH:22]=[CH:21][N:20]=[CH:19]2)=[CH:11][CH:10]=1. Given the product [Cl:1][C:2]1[CH:3]=[C:4]([CH:5]=[CH:6][C:7]=1[O:8][C:9]1[CH:10]=[CH:11][C:12]([CH2:15][CH2:16][CH2:17][N:18]2[CH:22]=[CH:21][N:20]=[CH:19]2)=[CH:13][CH:14]=1)[NH2:23], predict the reactants needed to synthesize it. (6) The reactants are: [C:1]1([C:7]2[O:8][C:9]3[CH:15]=[CH:14][C:13]([C:16]([OH:18])=O)=[CH:12][C:10]=3[CH:11]=2)[CH:6]=[CH:5][CH:4]=[CH:3][CH:2]=1.[C:19]1([S:29]([NH2:32])(=[O:31])=[O:30])[C:20]([S:25]([NH2:28])(=[O:27])=[O:26])=[CH:21][CH:22]=[CH:23][CH:24]=1.C(Cl)CCl. Given the product [C:1]1([C:7]2[O:8][C:9]3[CH:15]=[CH:14][C:13]([C:16]([NH:32][S:29]([C:19]4[CH:24]=[CH:23][CH:22]=[CH:21][C:20]=4[S:25](=[O:27])(=[O:26])[NH2:28])(=[O:31])=[O:30])=[O:18])=[CH:12][C:10]=3[CH:11]=2)[CH:2]=[CH:3][CH:4]=[CH:5][CH:6]=1, predict the reactants needed to synthesize it. (7) Given the product [CH2:13]([C:12]([C:17]1[CH:22]=[CH:21][C:20]([N:23]([CH3:28])[S:24]([CH3:27])(=[O:25])=[O:26])=[C:19]([CH3:29])[CH:18]=1)([C:9]1[CH:10]=[CH:11][C:6]([O:5][CH2:4][CH:3]([OH:31])[C:2]([CH3:32])([CH3:33])[CH3:1])=[C:7]([CH3:30])[CH:8]=1)[CH2:15][CH3:16])[CH3:14], predict the reactants needed to synthesize it. The reactants are: [CH3:1][C:2]([CH3:33])([CH3:32])[C:3](=[O:31])[CH2:4][O:5][C:6]1[CH:11]=[CH:10][C:9]([C:12]([C:17]2[CH:22]=[CH:21][C:20]([N:23]([CH3:28])[S:24]([CH3:27])(=[O:26])=[O:25])=[C:19]([CH3:29])[CH:18]=2)([CH2:15][CH3:16])[CH2:13][CH3:14])=[CH:8][C:7]=1[CH3:30].CO.[BH4-].[Na+].